From a dataset of Cav3 T-type calcium channel HTS with 100,875 compounds. Binary Classification. Given a drug SMILES string, predict its activity (active/inactive) in a high-throughput screening assay against a specified biological target. The molecule is Clc1cc(NC(=O)CCc2ccc(S(=O)(=O)NCC)cc2)c(Oc2ccccc2)cc1. The result is 0 (inactive).